Dataset: Catalyst prediction with 721,799 reactions and 888 catalyst types from USPTO. Task: Predict which catalyst facilitates the given reaction. (1) Reactant: [NH2:1][CH2:2][C:3]1[N:4]=[CH:5][C:6]([CH2:9][N:10]2[C:15]([CH3:16])=[CH:14][C:13]([O:17][CH2:18][C:19]3[CH:24]=[CH:23][C:22]([F:25])=[CH:21][C:20]=3[F:26])=[C:12]([Br:27])[C:11]2=[O:28])=[N:7][CH:8]=1.C(N(CC)C(C)C)(C)C.[C:38](OC(=O)C)(=[O:40])[CH3:39]. Product: [Br:27][C:12]1[C:11](=[O:28])[N:10]([CH2:9][C:6]2[N:7]=[CH:8][C:3]([CH2:2][NH:1][C:38](=[O:40])[CH3:39])=[N:4][CH:5]=2)[C:15]([CH3:16])=[CH:14][C:13]=1[O:17][CH2:18][C:19]1[CH:24]=[CH:23][C:22]([F:25])=[CH:21][C:20]=1[F:26]. The catalyst class is: 9. (2) Reactant: Cl[C:2]1[C:3]([C:8]2[CH:13]=[CH:12][C:11]([CH2:14][C:15]([O:17][CH3:18])=[O:16])=[CH:10][CH:9]=2)=[N:4][CH:5]=[CH:6][N:7]=1.[CH:19]1(B(O)O)[CH2:21][CH2:20]1.C1(P(C2CCCCC2)C2CCCCC2)CCCCC1.P([O-])([O-])([O-])=O.[K+].[K+].[K+]. Product: [CH:19]1([C:2]2[C:3]([C:8]3[CH:13]=[CH:12][C:11]([CH2:14][C:15]([O:17][CH3:18])=[O:16])=[CH:10][CH:9]=3)=[N:4][CH:5]=[CH:6][N:7]=2)[CH2:21][CH2:20]1. The catalyst class is: 882. (3) Reactant: I[C:2]1[C:3]([O:17][CH2:18][C:19]([F:22])([F:21])[F:20])=[N:4][CH:5]=[C:6]([CH:16]=1)[C:7]([NH:9][C:10]1[CH:11]=[N:12][CH:13]=[CH:14][CH:15]=1)=[O:8].[C:23]1(B2OC(C)(C)C(C)(C)O2)[CH2:28][CH2:27][CH2:26][CH2:25][CH:24]=1.P([O-])([O-])([O-])=O.[K+].[K+].[K+].C([O-])(O)=O.[Na+]. Product: [C:23]1([C:2]2[C:3]([O:17][CH2:18][C:19]([F:22])([F:21])[F:20])=[N:4][CH:5]=[C:6]([CH:16]=2)[C:7]([NH:9][C:10]2[CH:11]=[N:12][CH:13]=[CH:14][CH:15]=2)=[O:8])[CH2:28][CH2:27][CH2:26][CH2:25][CH:24]=1. The catalyst class is: 198. (4) Reactant: [CH3:1][C:2]1[CH:7]=[C:6]([CH3:8])[CH:5]=[CH:4][C:3]=1[N:9]1[CH2:14][CH2:13][N:12]([C:15]2[CH:16]=[C:17]([CH:21]3[CH2:30][C:29]([CH3:32])([CH3:31])[C:28]4[C:23](=[CH:24][CH:25]=[C:26]([C:33]([OH:35])=O)[CH:27]=4)[NH:22]3)[CH:18]=[CH:19][CH:20]=2)[CH2:11][CH2:10]1.[CH3:36][S:37]([NH2:40])(=[O:39])=[O:38]. Product: [CH3:1][C:2]1[CH:7]=[C:6]([CH3:8])[CH:5]=[CH:4][C:3]=1[N:9]1[CH2:14][CH2:13][N:12]([C:15]2[CH:16]=[C:17]([CH:21]3[CH2:30][C:29]([CH3:31])([CH3:32])[C:28]4[C:23](=[CH:24][CH:25]=[C:26]([C:33]([NH:40][S:37]([CH3:36])(=[O:39])=[O:38])=[O:35])[CH:27]=4)[NH:22]3)[CH:18]=[CH:19][CH:20]=2)[CH2:11][CH2:10]1. The catalyst class is: 119. (5) Reactant: C(NC(C)C)(C)C.C([Li])CCC.CCCCCC.[Cl:19][C:20]1[CH:25]=[C:24]([CH:26]([O:29][CH3:30])[O:27][CH3:28])[CH:23]=[C:22]([Cl:31])[N:21]=1.[C:32](Cl)(=[O:35])[O:33][CH3:34]. Product: [Cl:31][C:22]1[N:21]=[C:20]([Cl:19])[CH:25]=[C:24]([CH:26]([O:27][CH3:28])[O:29][CH3:30])[C:23]=1[C:32]([O:33][CH3:34])=[O:35]. The catalyst class is: 7.